Dataset: Forward reaction prediction with 1.9M reactions from USPTO patents (1976-2016). Task: Predict the product of the given reaction. (1) Given the reactants [NH:1]1[C:9]2[C:4](=[CH:5][CH:6]=[C:7]([C:10]([OH:12])=O)[CH:8]=2)[CH:3]=[CH:2]1.[NH2:13][CH2:14][C:15]1[N:16]=[CH:17][N:18]([C:20]2[CH:25]=[CH:24][C:23]([I:26])=[CH:22][CH:21]=2)[CH:19]=1.F[P-](F)(F)(F)(F)F.N1(O[P+](N(C)C)(N(C)C)N(C)C)C2C=CC=CC=2N=N1.O, predict the reaction product. The product is: [I:26][C:23]1[CH:22]=[CH:21][C:20]([N:18]2[CH:19]=[C:15]([CH2:14][NH:13][C:10]([C:7]3[CH:8]=[C:9]4[C:4]([CH:3]=[CH:2][NH:1]4)=[CH:5][CH:6]=3)=[O:12])[N:16]=[CH:17]2)=[CH:25][CH:24]=1. (2) The product is: [CH2:1]([C:4]1[CH:9]=[CH:8][C:7]([C:14]2[S:18][C:17]([S:19]([N:22]3[CH:26]=[CH:25][CH:24]=[CH:23]3)(=[O:20])=[O:21])=[CH:16][CH:15]=2)=[CH:6][CH:5]=1)[CH2:2][CH3:3]. Given the reactants [CH2:1]([C:4]1[CH:9]=[CH:8][C:7](B(O)O)=[CH:6][CH:5]=1)[CH2:2][CH3:3].Br[C:14]1[S:18][C:17]([S:19]([N:22]2[CH:26]=[CH:25][CH:24]=[CH:23]2)(=[O:21])=[O:20])=[CH:16][CH:15]=1, predict the reaction product. (3) Given the reactants [F:1][C:2]([F:32])([F:31])[O:3][C:4]1[CH:9]=[CH:8][C:7]([N:10]2[CH:14]=[N:13][C:12]([C:15]3[CH:30]=[CH:29][C:18]([CH2:19][CH2:20][NH:21][C:22](=[O:28])[O:23][C:24]([CH3:27])([CH3:26])[CH3:25])=[CH:17][CH:16]=3)=[N:11]2)=[CH:6][CH:5]=1.[H-].[Na+].I[CH3:36], predict the reaction product. The product is: [CH3:36][N:21]([CH2:20][CH2:19][C:18]1[CH:29]=[CH:30][C:15]([C:12]2[N:13]=[CH:14][N:10]([C:7]3[CH:6]=[CH:5][C:4]([O:3][C:2]([F:1])([F:31])[F:32])=[CH:9][CH:8]=3)[N:11]=2)=[CH:16][CH:17]=1)[C:22](=[O:28])[O:23][C:24]([CH3:25])([CH3:26])[CH3:27].